Dataset: Full USPTO retrosynthesis dataset with 1.9M reactions from patents (1976-2016). Task: Predict the reactants needed to synthesize the given product. (1) Given the product [C:16]1([CH:1]=[O:2])[C:17]2[C:12](=[CH:11][CH:10]=[CH:9][CH:8]=2)[CH:13]=[CH:14][CH:15]=1, predict the reactants needed to synthesize it. The reactants are: [CH2:1]=[O:2].S(=O)(=O)(O)O.[CH:8]1[C:17]2[C:12](=[CH:13][CH:14]=[CH:15][CH:16]=2)[CH:11]=[CH:10][CH:9]=1.C(C1C=CC=CC=1)C. (2) Given the product [Cl:29][C:23]1[CH:24]=[C:25]([Cl:28])[CH:26]=[CH:27][C:22]=1[C:21]([N:19]([CH3:20])[C:9]1[N:10]=[C:11]([C:13]2[CH:18]=[CH:17][CH:16]=[CH:15][CH:14]=2)[S:12][C:8]=1[C:6]([OH:7])=[O:5])=[O:30], predict the reactants needed to synthesize it. The reactants are: C([O:5][C:6]([C:8]1[S:12][C:11]([C:13]2[CH:18]=[CH:17][CH:16]=[CH:15][CH:14]=2)=[N:10][C:9]=1[N:19]([C:21](=[O:30])[C:22]1[CH:27]=[CH:26][C:25]([Cl:28])=[CH:24][C:23]=1[Cl:29])[CH3:20])=[O:7])(C)(C)C. (3) Given the product [CH3:3][C:4]([Si:7]([CH3:36])([CH3:37])[O:8][CH2:9][C@@H:10]([N:20]1[C:29](=[O:30])[CH2:28][NH:27][C:26]2[CH:25]=[CH:24][C:23]([O:34][CH3:35])=[N:22][C:21]1=2)[CH2:11][O:12][CH2:13][C:14]1[CH:19]=[CH:18][CH:17]=[CH:16][CH:15]=1)([CH3:6])[CH3:5], predict the reactants needed to synthesize it. The reactants are: [H-].[Na+].[CH3:3][C:4]([Si:7]([CH3:37])([CH3:36])[O:8][CH2:9][C@@H:10]([NH:20][C:21]1[C:26]([NH:27][CH2:28][C:29](OCC)=[O:30])=[CH:25][CH:24]=[C:23]([O:34][CH3:35])[N:22]=1)[CH2:11][O:12][CH2:13][C:14]1[CH:19]=[CH:18][CH:17]=[CH:16][CH:15]=1)([CH3:6])[CH3:5]. (4) Given the product [ClH:41].[CH2:20]([NH:19][C:18](=[O:28])[CH2:17][CH2:16][C@H:15]([OH:29])[C@@H:14]([NH:13][C:12](=[O:37])[C@@H:8]([NH2:7])[CH:9]([CH3:11])[CH3:10])[CH2:30][C:31]1[CH:32]=[CH:33][CH:34]=[CH:35][CH:36]=1)[CH2:21][C:22]1[CH:23]=[CH:24][CH:25]=[CH:26][CH:27]=1, predict the reactants needed to synthesize it. The reactants are: C(OC(=O)[NH:7][C@H:8]([C:12](=[O:37])[NH:13][C@@H:14]([CH2:30][C:31]1[CH:36]=[CH:35][CH:34]=[CH:33][CH:32]=1)[C@@H:15]([OH:29])[CH2:16][CH2:17][C:18](=[O:28])[NH:19][CH2:20][CH2:21][C:22]1[CH:27]=[CH:26][CH:25]=[CH:24][CH:23]=1)[CH:9]([CH3:11])[CH3:10])(C)(C)C.CO.[ClH:41]. (5) Given the product [Cl:13][C:3]1[C:2]([NH:1][S:21]([CH3:20])(=[O:23])=[O:22])=[CH:11][C:6]([C:7]([O:9][CH3:10])=[O:8])=[C:5]([F:12])[CH:4]=1, predict the reactants needed to synthesize it. The reactants are: [NH2:1][C:2]1[C:3]([Cl:13])=[CH:4][C:5]([F:12])=[C:6]([CH:11]=1)[C:7]([O:9][CH3:10])=[O:8].N1C=CC=CC=1.[CH3:20][S:21](Cl)(=[O:23])=[O:22]. (6) Given the product [C:1]([N:4]1[C:13]2[C:8](=[CH:9][C:10]([C:14]([O:16][CH2:17][CH3:18])=[O:15])=[CH:11][CH:12]=2)[C@H:7]([NH:19][C:25]2[CH:32]=[CH:31][C:28]([C:29]#[N:30])=[C:27]([CH3:33])[CH:26]=2)[C@@H:6]([CH3:20])[C@@H:5]1[CH:21]1[CH2:22][CH2:23]1)(=[O:3])[CH3:2], predict the reactants needed to synthesize it. The reactants are: [C:1]([N:4]1[C:13]2[C:8](=[CH:9][C:10]([C:14]([O:16][CH2:17][CH3:18])=[O:15])=[CH:11][CH:12]=2)[C@H:7]([NH2:19])[C@@H:6]([CH3:20])[C@@H:5]1[CH:21]1[CH2:23][CH2:22]1)(=[O:3])[CH3:2].Br[C:25]1[CH:32]=[CH:31][C:28]([C:29]#[N:30])=[C:27]([CH3:33])[CH:26]=1.C([O-])([O-])=O.[Cs+].[Cs+].